From a dataset of Full USPTO retrosynthesis dataset with 1.9M reactions from patents (1976-2016). Predict the reactants needed to synthesize the given product. (1) The reactants are: Cl.[CH3:2][O:3][CH2:4][C@@H:5]1[CH2:10][NH:9][CH2:8][C@H:7]([CH2:11][OH:12])[O:6]1.O.C(=O)([O-])O.[Na+].[C:19](O[C:19]([O:21][C:22]([CH3:25])([CH3:24])[CH3:23])=[O:20])([O:21][C:22]([CH3:25])([CH3:24])[CH3:23])=[O:20]. Given the product [OH:12][CH2:11][C@@H:7]1[O:6][C@H:5]([CH2:4][O:3][CH3:2])[CH2:10][N:9]([C:19]([O:21][C:22]([CH3:25])([CH3:24])[CH3:23])=[O:20])[CH2:8]1, predict the reactants needed to synthesize it. (2) Given the product [F:11][C:12]1[CH:13]=[C:14]([N:18]2[CH2:3][CH:2]([C:4]3[CH:9]=[CH:8][CH:7]=[CH:6][CH:5]=3)[CH:1]=[N:19]2)[CH:15]=[CH:16][CH:17]=1, predict the reactants needed to synthesize it. The reactants are: [CH:1](=O)[C:2]([C:4]1[CH:9]=[CH:8][CH:7]=[CH:6][CH:5]=1)=[CH2:3].[F:11][C:12]1[CH:13]=[C:14]([NH:18][NH2:19])[CH:15]=[CH:16][CH:17]=1. (3) Given the product [NH2:1][C:4]1[CH:9]=[CH:8][C:7]([N:10]([C:20]2[CH:25]=[CH:24][C:23]([NH2:26])=[CH:22][CH:21]=2)[C:11]2[CH:16]=[CH:15][C:14]([NH2:17])=[CH:13][CH:12]=2)=[CH:6][CH:5]=1, predict the reactants needed to synthesize it. The reactants are: [N+:1]([C:4]1[CH:9]=[CH:8][C:7]([N:10]([C:20]2[CH:25]=[CH:24][C:23]([N+:26]([O-])=O)=[CH:22][CH:21]=2)[C:11]2[CH:16]=[CH:15][C:14]([N+:17]([O-])=O)=[CH:13][CH:12]=2)=[CH:6][CH:5]=1)([O-])=O.[Sn](Cl)Cl. (4) Given the product [CH2:24]([CH:26]1[CH2:27][CH2:28][N:29]([CH2:32][C:33]2[CH:34]=[CH:35][C:36]([NH:37]/[C:4](=[C:11]3\[C:12](=[O:23])[NH:13][C:14]4[C:19]\3=[CH:18][C:17]([N+:20]([O-:22])=[O:21])=[CH:16][CH:15]=4)/[C:5]3[CH:10]=[CH:9][CH:8]=[CH:7][CH:6]=3)=[CH:38][CH:39]=2)[CH2:30][CH2:31]1)[CH3:25], predict the reactants needed to synthesize it. The reactants are: C(O[C:4](=[C:11]1[C:19]2[C:14](=[CH:15][CH:16]=[C:17]([N+:20]([O-:22])=[O:21])[CH:18]=2)[NH:13][C:12]1=[O:23])[C:5]1[CH:10]=[CH:9][CH:8]=[CH:7][CH:6]=1)C.[CH2:24]([CH:26]1[CH2:31][CH2:30][N:29]([CH2:32][C:33]2[CH:39]=[CH:38][C:36]([NH2:37])=[CH:35][CH:34]=2)[CH2:28][CH2:27]1)[CH3:25]. (5) Given the product [CH3:36][C@H:5]1[C@H:6]([CH3:35])[C@@H:7]([NH:27][C:28]2[N:33]=[C:32]([CH3:34])[CH:31]=[CH:30][N:29]=2)[C:8]2[C:13](=[CH:12][CH:11]=[C:10]([N:14]3[CH2:15][CH2:16][NH:17][CH2:18][CH2:19]3)[CH:9]=2)[N:4]1[C:1](=[O:3])[CH3:2], predict the reactants needed to synthesize it. The reactants are: [C:1]([N:4]1[C:13]2[C:8](=[CH:9][C:10]([N:14]3[CH2:19][CH2:18][N:17](C(OC(C)(C)C)=O)[CH2:16][CH2:15]3)=[CH:11][CH:12]=2)[C@H:7]([NH:27][C:28]2[N:33]=[C:32]([CH3:34])[CH:31]=[CH:30][N:29]=2)[C@@H:6]([CH3:35])[C@@H:5]1[CH3:36])(=[O:3])[CH3:2].C(O)(C(F)(F)F)=O.